Dataset: Forward reaction prediction with 1.9M reactions from USPTO patents (1976-2016). Task: Predict the product of the given reaction. (1) Given the reactants C([O:3][C:4](=[O:23])[C:5]([O:15][C:16]1[CH:21]=[CH:20][C:19]([F:22])=[CH:18][CH:17]=1)([CH3:14])[CH2:6][C:7]1[CH:12]=[CH:11][C:10](O)=[CH:9][CH:8]=1)C.[C:24]1([C:30]2[O:31][C:32]([CH3:48])=[C:33]([CH2:35][CH2:36][O:37]S(C3C=CC(C)=CC=3)(=O)=O)[N:34]=2)[CH:29]=[CH:28][CH:27]=[CH:26][CH:25]=1, predict the reaction product. The product is: [F:22][C:19]1[CH:18]=[CH:17][C:16]([O:15][C:5]([CH3:14])([CH2:6][C:7]2[CH:8]=[CH:9][C:10]([O:37][CH2:36][CH2:35][C:33]3[N:34]=[C:30]([C:24]4[CH:25]=[CH:26][CH:27]=[CH:28][CH:29]=4)[O:31][C:32]=3[CH3:48])=[CH:11][CH:12]=2)[C:4]([OH:23])=[O:3])=[CH:21][CH:20]=1. (2) The product is: [NH2:1][C:2]1[C:12]([Br:13])=[CH:11][C:10]([Br:14])=[CH:9][C:3]=1[C:4]([NH:6][N:7]([CH3:8])[C:22]([O:24][CH3:25])=[O:23])=[O:5]. Given the reactants [NH2:1][C:2]1[C:12]([Br:13])=[CH:11][C:10]([Br:14])=[CH:9][C:3]=1[C:4]([NH:6][NH:7][CH3:8])=[O:5].N1C=CC=CC=1.Cl[C:22]([O:24][CH3:25])=[O:23], predict the reaction product. (3) Given the reactants [C:1]1(B(O)O)[CH:6]=[CH:5][CH:4]=[CH:3][CH:2]=1.C([O-])([O-])=O.[Cs+].[Cs+].[C:16]([O:20][C:21]([N:23]1[CH2:26][CH2:25][C@H:24]1[C:27]1[O:31][N:30]=[C:29]([C:32]2[CH:37]=[CH:36][C:35](I)=[CH:34][CH:33]=2)[N:28]=1)=[O:22])([CH3:19])([CH3:18])[CH3:17].[Li+].[Br-], predict the reaction product. The product is: [C:35]1([C:1]2[CH:6]=[CH:5][CH:4]=[CH:3][CH:2]=2)[CH:36]=[CH:37][C:32]([C:29]2[N:28]=[C:27]([C@@H:24]3[CH2:25][CH2:26][N:23]3[C:21]([O:20][C:16]([CH3:19])([CH3:18])[CH3:17])=[O:22])[O:31][N:30]=2)=[CH:33][CH:34]=1. (4) The product is: [Cl:1][C:2]1[CH:8]=[C:7]([C:9]([F:12])([F:11])[F:10])[CH:6]=[C:5]([F:13])[C:3]=1[N:4]=[C:23]=[S:24]. Given the reactants [Cl:1][C:2]1[CH:8]=[C:7]([C:9]([F:12])([F:11])[F:10])[CH:6]=[C:5]([F:13])[C:3]=1[NH2:4].CCN(C(C)C)C(C)C.[C:23](Cl)(Cl)=[S:24], predict the reaction product. (5) The product is: [Cl:31][C:28]1[CH:29]=[CH:30][C:25]([CH2:24][N:9]([C:3]2[C:2]([Cl:1])=[CH:7][C:6]([Cl:8])=[CH:5][N:4]=2)[S:10]([C:13]2[CH:14]=[CH:15][C:16]([C:17]([O:19][CH3:20])=[O:18])=[CH:21][CH:22]=2)(=[O:12])=[O:11])=[C:26]([C:32]([F:33])([F:34])[F:35])[CH:27]=1. Given the reactants [Cl:1][C:2]1[C:3]([NH:9][S:10]([C:13]2[CH:22]=[CH:21][C:16]([C:17]([O:19][CH3:20])=[O:18])=[CH:15][CH:14]=2)(=[O:12])=[O:11])=[N:4][CH:5]=[C:6]([Cl:8])[CH:7]=1.Br[CH2:24][C:25]1[CH:30]=[CH:29][C:28]([Cl:31])=[CH:27][C:26]=1[C:32]([F:35])([F:34])[F:33], predict the reaction product. (6) Given the reactants N[C:2]1[CH:3]=[C:4]2[C:9](=[CH:10][CH:11]=1)[C:8](=[O:12])[CH2:7][CH2:6][CH2:5]2.N([O-])=O.[Na+].[BrH:17], predict the reaction product. The product is: [Br:17][C:2]1[CH:3]=[C:4]2[C:9](=[CH:10][CH:11]=1)[C:8](=[O:12])[CH2:7][CH2:6][CH2:5]2.